This data is from Forward reaction prediction with 1.9M reactions from USPTO patents (1976-2016). The task is: Predict the product of the given reaction. Given the reactants [CH3:1][O:2][C:3](=[O:22])[C:4]1[CH:9]=[C:8]([NH:10][C:11](=[O:20])[C:12]2[CH:17]=[CH:16][C:15]([CH2:18]Cl)=[CH:14][CH:13]=2)[CH:7]=[CH:6][C:5]=1[CH3:21].C(=O)([O-])[O-].[K+].[K+].[CH3:29][N:30]1[CH2:35][CH2:34][NH:33][CH2:32][CH2:31]1.[I-].[K+], predict the reaction product. The product is: [CH3:29][N:30]1[CH2:35][CH2:34][N:33]([CH2:18][C:15]2[CH:16]=[CH:17][C:12]([C:11]([NH:10][C:8]3[CH:7]=[CH:6][C:5]([CH3:21])=[C:4]([CH:9]=3)[C:3]([O:2][CH3:1])=[O:22])=[O:20])=[CH:13][CH:14]=2)[CH2:32][CH2:31]1.